This data is from Catalyst prediction with 721,799 reactions and 888 catalyst types from USPTO. The task is: Predict which catalyst facilitates the given reaction. Product: [CH3:7][CH:11]([C:13]1[CH:18]=[CH:17][CH:16]=[CH:15][C:14]=1[OH:19])[C:6]#[C:5][Si:2]([CH3:4])([CH3:3])[CH3:1]. The catalyst class is: 1. Reactant: [CH3:1][Si:2]([C:5]#[CH:6])([CH3:4])[CH3:3].[CH2:7]([Mg]Br)C.[CH:11]([C:13]1[CH:18]=[CH:17][CH:16]=[CH:15][C:14]=1[O:19]C(=O)OC(C)(C)C)=O.C[Li].